From a dataset of Reaction yield outcomes from USPTO patents with 853,638 reactions. Predict the reaction yield, written as a fraction of the theoretical maximum amount of product (1.0 means a 100% yield; for example, 0.34 means a 34% yield). (1) The reactants are C[Si]([N-][Si](C)(C)C)(C)C.[Na+:10].[C:11](#[N:13])[CH3:12].[F:14][C:15]1[CH:20]=[CH:19][CH:18]=[C:17]([F:21])[C:16]=1[N:22]=[C:23]=[S:24].CN1[CH:33]=[CH:32][C:30](=[O:31])N(C)C1=O. The catalyst is C1COCC1.CCO. The product is [C:11]([C:12]1[CH:33]=[CH:32][C:30](=[O:31])[N:22]([C:16]2[C:15]([F:14])=[CH:20][CH:19]=[CH:18][C:17]=2[F:21])[C:23]=1[S-:24])#[N:13].[Na+:10]. The yield is 0.860. (2) The reactants are [OH:1][C:2]1[CH:3]=[C:4]([CH:7]=[C:8]([N+:11]([O-:13])=[O:12])[C:9]=1[OH:10])[CH:5]=[O:6].[C:14]([O-])([O-])=O.[K+].[K+].Br[CH2:21][CH2:22][CH3:23].C(O[CH2:28][CH3:29])(=O)C. The catalyst is CN(C=O)C. The product is [N+:11]([C:8]1[CH:7]=[C:4]([CH:3]=[C:2]([O:1][CH2:14][CH2:28][CH3:29])[C:9]=1[O:10][CH2:21][CH2:22][CH3:23])[CH:5]=[O:6])([O-:13])=[O:12]. The yield is 0.329. (3) The reactants are Cl[C:2]1[C:11]2[C:6](=[CH:7][CH:8]=[CH:9][CH:10]=2)[CH:5]=[C:4]([C:12]2[CH:17]=[CH:16][CH:15]=[CH:14][C:13]=2[C:18]([F:21])([F:20])[F:19])[N:3]=1.[NH:22]1[CH:26]=[N:25][C:24]([NH2:27])=[N:23]1. The catalyst is C(O)C. The product is [NH:22]1[CH:26]=[N:25][C:24]([NH:27][C:2]2[C:11]3[C:6](=[CH:7][CH:8]=[CH:9][CH:10]=3)[CH:5]=[C:4]([C:12]3[CH:17]=[CH:16][CH:15]=[CH:14][C:13]=3[C:18]([F:21])([F:20])[F:19])[N:3]=2)=[N:23]1. The yield is 0.0400. (4) The reactants are [CH3:1][O:2][C:3](=[O:12])[C:4]1[CH:9]=[CH:8][C:7](Br)=[CH:6][C:5]=1[F:11].[OH:13][C:14]1[CH:19]=[CH:18][CH:17]=[CH:16][N:15]=1.C([O-])([O-])=O.[K+].[K+].CNCCNC. The catalyst is [Cu]I.CCOC(C)=O.C1(C)C=CC=CC=1. The product is [CH3:1][O:2][C:3](=[O:12])[C:4]1[CH:9]=[CH:8][C:7]([N:15]2[CH:16]=[CH:17][CH:18]=[CH:19][C:14]2=[O:13])=[CH:6][C:5]=1[F:11]. The yield is 0.840. (5) The reactants are [CH:1]#[C:2][CH2:3][CH2:4][CH2:5][CH2:6][CH2:7]C.C1(C#C)C=CC=CC=1.[F:17][C:18]1[CH:25]=[CH:24][C:21]([C:22]#N)=[CH:20][CH:19]=1. The catalyst is C(#N)C1C=CC=CC=1. The product is [F:17][C:18]1[CH:25]=[CH:24][C:21]([C:22]#[C:1][CH2:2][CH2:3][CH2:4][CH2:5][CH2:6][CH3:7])=[CH:20][CH:19]=1. The yield is 0.670. (6) The reactants are [Cl:1][C:2]1[CH:3]=[CH:4][C:5](=[O:8])[NH:6][N:7]=1.[C:9]([O-])([O-])=O.[Cs+].[Cs+].CI. The catalyst is CC#N. The product is [Cl:1][C:2]1[CH:3]=[CH:4][C:5](=[O:8])[N:6]([CH3:9])[N:7]=1. The yield is 0.750.